This data is from Catalyst prediction with 721,799 reactions and 888 catalyst types from USPTO. The task is: Predict which catalyst facilitates the given reaction. Reactant: [Br:1][C:2]1[C:7]([CH3:8])=[CH:6][C:5]([O:9][CH3:10])=[CH:4][C:3]=1[CH2:11]Br.C([O-])([O-])=[O:14].[Ca+2].CCOC(C)=O. Product: [Br:1][C:2]1[C:7]([CH3:8])=[CH:6][C:5]([O:9][CH3:10])=[CH:4][C:3]=1[CH2:11][OH:14]. The catalyst class is: 38.